Dataset: Full USPTO retrosynthesis dataset with 1.9M reactions from patents (1976-2016). Task: Predict the reactants needed to synthesize the given product. (1) The reactants are: S([O-])(O)(=O)=O.[CH3:6][N+:7]1[CH:11]=[CH:10][N:9]([CH2:12][CH3:13])[CH:8]=1.[C:14]([OH:17])(=[O:16])[CH3:15]. Given the product [C:14]([O-:17])(=[O:16])[CH3:15].[CH3:6][N+:7]1[CH:11]=[CH:10][N:9]([CH2:12][CH3:13])[CH:8]=1, predict the reactants needed to synthesize it. (2) Given the product [OH:56][CH2:55][C@H:39]1[O:38][C@@:37]2([CH2:36][CH2:35][C:34]3[C:61](=[CH:62][CH:63]=[C:32]([C:29]4[CH:30]=[CH:31][C:26]([O:25][C@@H:8]5[C@:9]([OH:21])([CH3:20])[C@@H:10]([OH:16])[C@H:11]([OH:12])[C@@H:6]([CH2:5][OH:4])[O:7]5)=[C:27]([CH3:64])[CH:28]=4)[CH:33]=3)[O:60]2)[C@@H:42]([OH:43])[C@@H:41]([OH:47])[C@@H:40]1[OH:51], predict the reactants needed to synthesize it. The reactants are: C([O:4][CH2:5][C@@H:6]1[C@@H:11]([O:12]C(=O)C)[C@H:10]([O:16]C(=O)C)[C@@:9]([O:21]C(=O)C)([CH3:20])[C@@H:8]([O:25][C:26]2[CH:31]=[CH:30][C:29]([C:32]3[CH:33]=[C:34]4[C:61](=[CH:62][CH:63]=3)[O:60][C@@:37]3([C@@H:42]([O:43]C(=O)C)[C@@H:41]([O:47]C(=O)C)[C@H:40]([O:51]C(=O)C)[C@@H:39]([CH2:55][O:56]C(=O)C)[O:38]3)[CH2:36][CH2:35]4)=[CH:28][C:27]=2[CH3:64])[O:7]1)(=O)C.C[O-].[Na+]. (3) Given the product [Cl:17][C:18]1[CH:19]=[CH:20][C:21]2[N:22]([C:2]([C:11]3[CH:16]=[CH:15][N:14]=[CH:13][CH:12]=3)=[C:3]([C:5]3[CH:10]=[CH:9][CH:8]=[CH:7][CH:6]=3)[N:24]=2)[N:23]=1, predict the reactants needed to synthesize it. The reactants are: Br[CH:2]([C:11]1[CH:16]=[CH:15][N:14]=[CH:13][CH:12]=1)[C:3]([C:5]1[CH:10]=[CH:9][CH:8]=[CH:7][CH:6]=1)=O.[Cl:17][C:18]1[N:23]=[N:22][C:21]([NH2:24])=[CH:20][CH:19]=1. (4) Given the product [OH:35][C@:31]([C:28]1[CH:27]=[C:26]([CH3:25])[O:30][N:29]=1)([CH3:32])[C:33]#[C:34][C:2]1[CH:18]=[CH:17][C:5]2[O:6][CH2:7][CH2:8][C:9]3[N:10]([N:11]=[C:12]([C:14]([NH2:16])=[O:15])[CH:13]=3)[C:4]=2[CH:3]=1, predict the reactants needed to synthesize it. The reactants are: I[C:2]1[CH:18]=[CH:17][C:5]2[O:6][CH2:7][CH2:8][C:9]3[N:10]([N:11]=[C:12]([C:14]([NH2:16])=[O:15])[CH:13]=3)[C:4]=2[CH:3]=1.N1CCCCC1.[CH3:25][C:26]1[O:30][N:29]=[C:28]([C@:31]([OH:35])([C:33]#[CH:34])[CH3:32])[CH:27]=1. (5) Given the product [C:18]([O:12][C:11](=[O:13])[C:10]1[C:9](=[CH:8][C:7]([NH:6][C:1](=[O:5])[C:2]([CH3:4])=[CH2:3])=[CH:15][CH:14]=1)[OH:16])(=[O:20])[CH3:19], predict the reactants needed to synthesize it. The reactants are: [C:1]([NH:6][C:7]1[CH:8]=[C:9]([OH:16])[C:10](=[CH:14][CH:15]=1)[C:11]([OH:13])=[O:12])(=[O:5])[C:2]([CH3:4])=[CH2:3].O.[C:18](OC(=O)C)(=[O:20])[CH3:19]. (6) Given the product [CH3:1][C:2]1[CH:3]=[CH:4][C:5]([N+:18]([O-:20])=[O:19])=[C:6]([C:8]2[O:12][N:11]=[C:10]([CH2:13][OH:14])[N:9]=2)[CH:7]=1, predict the reactants needed to synthesize it. The reactants are: [CH3:1][C:2]1[CH:3]=[CH:4][C:5]([N+:18]([O-:20])=[O:19])=[C:6]([C:8]2[O:12][N:11]=[C:10]([C:13](OCC)=[O:14])[N:9]=2)[CH:7]=1.[BH4-].[Li+]. (7) Given the product [Br:23][C:24]1[CH:25]=[C:26]([N:30]2[C:3]([C:2]([Cl:22])([Cl:21])[Cl:1])=[CH:4][C:5]([CH2:6][CH2:7][C:8]3[CH:9]=[C:10]([C:11]([Cl:14])([Cl:13])[Cl:12])[N:30]([C:26]4[CH:27]=[CH:28][CH:29]=[C:24]([Br:23])[CH:25]=4)[N:31]=3)=[N:31]2)[CH:27]=[CH:28][CH:29]=1, predict the reactants needed to synthesize it. The reactants are: [Cl:1][C:2]([Cl:22])([Cl:21])[C:3](=O)/[CH:4]=[C:5](\OC)/[CH2:6][CH2:7]/[C:8](/OC)=[CH:9]/[C:10](=O)[C:11]([Cl:14])([Cl:13])[Cl:12].[Br:23][C:24]1[CH:25]=[C:26]([NH:30][NH2:31])[CH:27]=[CH:28][CH:29]=1.